Dataset: Full USPTO retrosynthesis dataset with 1.9M reactions from patents (1976-2016). Task: Predict the reactants needed to synthesize the given product. (1) Given the product [NH2:16][C:14]1[CH:13]=[CH:12][C:11]([C:10]([NH:15][CH2:45][CH2:40][O:39][CH3:21])=[O:61])=[CH:2][CH:7]=1, predict the reactants needed to synthesize it. The reactants are: Cl[C:2]1[CH:7]=C(Cl)N=CN=1.Br[C:10]1[N:15]=[C:14]([NH2:16])[CH:13]=[C:12](C)[CH:11]=1.CC1(C)[C:45]2[C:40](=C(P(C3C=CC=CC=3)C3C=CC=CC=3)C=CC=2)[O:39][C:21]2C(P(C3C=CC=CC=3)C3C=CC=CC=3)=CC=CC1=2.C(=O)([O-])[O-:61].[K+].[K+]. (2) The reactants are: [F-].C([N+](CCCC)(CCCC)CCCC)CCC.[Si]([O:26][CH2:27][C:28]1[CH:29]=[C:30]([CH:49]=[C:50]([CH2:52][O:53][Si](C(C)(C)C)(C)C)[CH:51]=1)[N:31]([CH2:39][CH2:40][O:41][CH2:42][CH2:43][O:44][CH2:45][CH2:46][O:47][CH3:48])[CH2:32][C:33]([CH3:38])([S:35][S:36][CH3:37])[CH3:34])(C(C)(C)C)(C)C. Given the product [CH3:48][O:47][CH2:46][CH2:45][O:44][CH2:43][CH2:42][O:41][CH2:40][CH2:39][N:31]([CH2:32][C:33]([CH3:38])([S:35][S:36][CH3:37])[CH3:34])[C:30]1[CH:29]=[C:28]([CH2:27][OH:26])[CH:51]=[C:50]([CH2:52][OH:53])[CH:49]=1, predict the reactants needed to synthesize it. (3) Given the product [CH3:1][O:2][CH2:3][CH2:4][O:5][C:6]1[CH:11]=[CH:10][C:9]([C:12]2[N:13]=[C:14]3[CH:19]=[CH:18][C:17]([O:20][CH2:21][CH2:22][CH3:23])=[N:16][N:15]3[C:24]=2[C:26]#[N:27])=[CH:8][CH:7]=1, predict the reactants needed to synthesize it. The reactants are: [CH3:1][O:2][CH2:3][CH2:4][O:5][C:6]1[CH:11]=[CH:10][C:9]([C:12]2[N:13]=[C:14]3[CH:19]=[CH:18][C:17]([O:20][CH2:21][CH2:22][CH3:23])=[N:16][N:15]3[C:24]=2I)=[CH:8][CH:7]=1.[C:26]([Cu])#[N:27].